From a dataset of Full USPTO retrosynthesis dataset with 1.9M reactions from patents (1976-2016). Predict the reactants needed to synthesize the given product. (1) Given the product [CH3:16][O:17][CH2:18][CH2:19][CH2:20][N:21]1[CH:25]2[CH2:26][CH2:27][CH2:28][CH:24]2[N:23]([C:2]2[N:7]=[CH:6][C:5]([C:8]#[C:9][C:10]3[CH:15]=[CH:14][CH:13]=[CH:12][CH:11]=3)=[CH:4][N:3]=2)[C:22]1=[O:29], predict the reactants needed to synthesize it. The reactants are: Br[C:2]1[N:7]=[CH:6][C:5]([C:8]#[C:9][C:10]2[CH:15]=[CH:14][CH:13]=[CH:12][CH:11]=2)=[CH:4][N:3]=1.[CH3:16][O:17][CH2:18][CH2:19][CH2:20][N:21]1[CH:25]2[CH2:26][CH2:27][CH2:28][CH:24]2[NH:23][C:22]1=[O:29].C(=O)([O-])[O-].[Cs+].[Cs+]. (2) The reactants are: [F:1][C:2]1[CH:7]=[CH:6][CH:5]=[C:4](I)[CH:3]=1.[CH3:9][C:10]([O:15][C:16]1[CH:21]=[CH:20][C:19]([O:22][CH2:23][CH2:24][CH2:25][C:26]#[CH:27])=[CH:18][C:17]=1[CH3:28])([CH3:14])[C:11]([OH:13])=[O:12].C(N(CC)CC)C. Given the product [F:1][C:2]1[CH:3]=[C:4]([C:27]#[C:26][CH2:25][CH2:24][CH2:23][O:22][C:19]2[CH:20]=[CH:21][C:16]([O:15][C:10]([CH3:14])([CH3:9])[C:11]([OH:13])=[O:12])=[C:17]([CH3:28])[CH:18]=2)[CH:5]=[CH:6][CH:7]=1, predict the reactants needed to synthesize it. (3) Given the product [NH2:18][C:16]1[NH:15][C:13](=[O:14])[CH:12]=[C:11]([NH2:10])[N:17]=1, predict the reactants needed to synthesize it. The reactants are: C1[C@H](NCC2[C:12]3[C:13]([N:15]=[C:16]([NH2:18])[NH:17][C:11]=3[N:10]([C@@H]3O[C@H](CO)[C@@H](O)[C@H]3O)C=2)=[O:14])[C@@H](O)[C@@H](O)C=1.NC1N=C2N=CC(C#N)=C2C(=O)N=1.ClC(CC#N)=O.ClCC#N.C(OC)=O. (4) Given the product [C:14]([NH:13][C:11]1[S:12][C:8]([CH2:1][C:2]2[CH:7]=[CH:6][C:5]([S:29]([Cl:28])(=[O:31])=[O:30])=[CH:4][CH:3]=2)=[C:9](/[CH:17]=[CH:18]/[C:19]2[CH:24]=[CH:23][C:22]([N+:25]([O-:27])=[O:26])=[CH:21][CH:20]=2)[N:10]=1)(=[O:16])[CH3:15], predict the reactants needed to synthesize it. The reactants are: [CH2:1]([C:8]1[S:12][C:11]([NH:13][C:14](=[O:16])[CH3:15])=[N:10][C:9]=1/[CH:17]=[CH:18]\[C:19]1[CH:24]=[CH:23][C:22]([N+:25]([O-:27])=[O:26])=[CH:21][CH:20]=1)[C:2]1[CH:7]=[CH:6][CH:5]=[CH:4][CH:3]=1.[Cl:28][S:29](O)(=[O:31])=[O:30]. (5) Given the product [C:12]([O:11][C:9]([N:2]1[CH2:3][CH:4]2[CH2:8][N:7]([C:17]3[CH:27]=[CH:26][C:20]([C:21]([O:23][CH2:24][CH3:25])=[O:22])=[CH:19][N:18]=3)[CH2:6][CH:5]2[CH2:1]1)=[O:10])([CH3:15])([CH3:14])[CH3:13], predict the reactants needed to synthesize it. The reactants are: [CH2:1]1[CH:5]2[CH2:6][NH:7][CH2:8][CH:4]2[CH2:3][N:2]1[C:9]([O:11][C:12]([CH3:15])([CH3:14])[CH3:13])=[O:10].Cl[C:17]1[CH:27]=[CH:26][C:20]([C:21]([O:23][CH2:24][CH3:25])=[O:22])=[CH:19][N:18]=1.CCN(C(C)C)C(C)C.CCOC(C)=O. (6) Given the product [N:28]1([CH2:27][CH:23]2[CH2:24][CH2:25][CH2:26][N:22]2[C:2]2[N:15]=[CH:14][C:13]3[C:12]4[N:8]([CH:9]=[C:10]([C:16]5[CH:21]=[CH:20][CH:19]=[CH:18][N:17]=5)[N:11]=4)[CH2:7][CH2:6][O:5][C:4]=3[CH:3]=2)[CH2:33][CH2:32][CH2:31][CH2:30][CH2:29]1, predict the reactants needed to synthesize it. The reactants are: Cl[C:2]1[CH:3]=[C:4]2[C:13](=[CH:14][N:15]=1)[C:12]1[N:8]([CH:9]=[C:10]([C:16]3[CH:21]=[CH:20][CH:19]=[CH:18][N:17]=3)[N:11]=1)[CH2:7][CH2:6][O:5]2.[NH:22]1[CH2:26][CH2:25][CH2:24][CH:23]1[CH2:27][N:28]1[CH2:33][CH2:32][CH2:31][CH2:30][CH2:29]1.